From a dataset of Reaction yield outcomes from USPTO patents with 853,638 reactions. Predict the reaction yield, written as a fraction of the theoretical maximum amount of product (1.0 means a 100% yield; for example, 0.34 means a 34% yield). The reactants are [CH2:1]([N:4]([S:20]([C:23]1[CH:28]=[CH:27][CH:26]=[C:25]([O:29][CH3:30])[CH:24]=1)(=[O:22])=[O:21])[C@@H:5]([C:10]([O:12][CH2:13][C:14]1[CH:19]=[CH:18][CH:17]=[CH:16][CH:15]=1)=[O:11])[C:6]([CH3:9])([CH3:8])[CH3:7])[CH:2]=[CH2:3].B1C2CCCC1CCC2.Br[C:41]1[CH:42]=[N:43][CH:44]=[CH:45][CH:46]=1.C(=O)([O-])[O-].[K+].[K+]. The catalyst is C1COCC1.CN(C=O)C.C(OCC)(=O)C.C1C=CC([P]([Pd]([P](C2C=CC=CC=2)(C2C=CC=CC=2)C2C=CC=CC=2)([P](C2C=CC=CC=2)(C2C=CC=CC=2)C2C=CC=CC=2)[P](C2C=CC=CC=2)(C2C=CC=CC=2)C2C=CC=CC=2)(C2C=CC=CC=2)C2C=CC=CC=2)=CC=1.O. The product is [CH2:13]([O:12][C:10](=[O:11])[C@H:5]([N:4]([S:20]([C:23]1[CH:28]=[CH:27][CH:26]=[C:25]([O:29][CH3:30])[CH:24]=1)(=[O:22])=[O:21])[CH2:1][CH2:2][CH2:3][C:41]1[CH:42]=[N:43][CH:44]=[CH:45][CH:46]=1)[C:6]([CH3:9])([CH3:8])[CH3:7])[C:14]1[CH:15]=[CH:16][CH:17]=[CH:18][CH:19]=1. The yield is 0.590.